Dataset: Retrosynthesis with 50K atom-mapped reactions and 10 reaction types from USPTO. Task: Predict the reactants needed to synthesize the given product. (1) Given the product CC(C)(C)CNc1nc(Cl)cc(Cl)n1, predict the reactants needed to synthesize it. The reactants are: CC(C)(C)CN.Clc1cc(Cl)nc(Cl)n1. (2) Given the product COc1cc(N)c(C=O)cc1Br, predict the reactants needed to synthesize it. The reactants are: COc1cc(N)c(CO)cc1Br. (3) Given the product C/C=C1\[C@H]2C=C(C)C[C@]1(NC)c1ccc(=O)[nH]c1C2, predict the reactants needed to synthesize it. The reactants are: C/C=C1\[C@H]2C=C(C)C[C@@]1(N)c1ccc(=O)[nH]c1C2.C=O. (4) Given the product COc1ccc(C#Cc2ccccc2)c(CCC(C)N(C)CCc2ccc(OC)c(OC)c2)c1, predict the reactants needed to synthesize it. The reactants are: C=O.COc1ccc(C#Cc2ccccc2)c(CCC(C)NCCc2ccc(OC)c(OC)c2)c1. (5) The reactants are: Cc1ccc(CN)cc1.O=C1CCN(C(=O)C(F)(F)F)CC1. Given the product Cc1ccc(CNC2CCN(C(=O)C(F)(F)F)CC2)cc1, predict the reactants needed to synthesize it. (6) Given the product N#Cc1cccc(OCCCn2ccnc2)c1, predict the reactants needed to synthesize it. The reactants are: N#Cc1cccc(OCCCCl)c1.c1c[nH]cn1. (7) Given the product Fc1ccc(F)c(COc2cccnc2NC(=S)Nc2ccc(Cl)cc2)c1F, predict the reactants needed to synthesize it. The reactants are: Nc1ncccc1OCc1c(F)ccc(F)c1F.S=C=Nc1ccc(Cl)cc1.